Dataset: CYP2D6 inhibition data for predicting drug metabolism from PubChem BioAssay. Task: Regression/Classification. Given a drug SMILES string, predict its absorption, distribution, metabolism, or excretion properties. Task type varies by dataset: regression for continuous measurements (e.g., permeability, clearance, half-life) or binary classification for categorical outcomes (e.g., BBB penetration, CYP inhibition). Dataset: cyp2d6_veith. (1) The drug is O=C(c1ccco1)N1CCC2(CC1)CN(c1ccccc1)C2. The result is 0 (non-inhibitor). (2) The drug is Cc1ccccc1Oc1ncnc2sccc12. The result is 0 (non-inhibitor).